Dataset: Rat liver microsome stability data. Task: Regression/Classification. Given a drug SMILES string, predict its absorption, distribution, metabolism, or excretion properties. Task type varies by dataset: regression for continuous measurements (e.g., permeability, clearance, half-life) or binary classification for categorical outcomes (e.g., BBB penetration, CYP inhibition). Dataset: rlm. (1) The result is 1 (stable in rat liver microsomes). The molecule is Cc1ccc(Oc2ccc(N(C[C@@H](C(=O)NO)N3CCOCC3)S(C)(=O)=O)cc2)cc1. (2) The drug is COc1ccc(-c2ccc3ncc4c(c3c2)n(-c2ccc(N3CCNCC3)c(C(F)(F)F)c2)c(=O)n4C)cn1. The result is 0 (unstable in rat liver microsomes). (3) The molecule is O=C(c1cccc(C#Cc2ccccc2)c1)N1CCN(c2ccncn2)CC1. The result is 1 (stable in rat liver microsomes). (4) The compound is C[C@@H]1CCCN1CCCOc1ccc(C2=NNC(=O)C(C)(C)C2)cc1. The result is 0 (unstable in rat liver microsomes). (5) The drug is O=C1CCc2ccc(OCCCCN3CCN(c4cccc(Cl)c4Cl)CC3)cc2N1. The result is 1 (stable in rat liver microsomes).